Dataset: Reaction yield outcomes from USPTO patents with 853,638 reactions. Task: Predict the reaction yield, written as a fraction of the theoretical maximum amount of product (1.0 means a 100% yield; for example, 0.34 means a 34% yield). (1) The reactants are [Cl:1][C:2]1[N:10]=[C:9]([F:11])[N:8]=[C:7]2[C:3]=1[N:4]=[CH:5][NH:6]2.[CH3:12][CH:13](O)[CH3:14].C1C=CC(P(C2C=CC=CC=2)C2C=CC=CC=2)=CC=1.CCOC(/N=N/C(OCC)=O)=O. No catalyst specified. The product is [Cl:1][C:2]1[N:10]=[C:9]([F:11])[N:8]=[C:7]2[C:3]=1[N:4]=[CH:5][N:6]2[CH:13]([CH3:14])[CH3:12]. The yield is 0.640. (2) The reactants are [CH3:1][C:2]1[C:3]([NH:15][C:16]2[CH:26]=[CH:25][C:19]([C:20]([O:22][CH2:23][CH3:24])=[O:21])=[CH:18][CH:17]=2)=[CH:4][C:5]2[C:6]([CH3:14])([CH3:13])[CH2:7][CH:8]=[C:9]([CH3:12])[C:10]=2[CH:11]=1.[CH:27]1([CH:30]=O)[CH2:29][CH2:28]1. No catalyst specified. The product is [CH:27]1([CH2:30][N:15]([C:3]2[C:2]([CH3:1])=[CH:11][C:10]3[C:9]([CH3:12])=[CH:8][CH2:7][C:6]([CH3:14])([CH3:13])[C:5]=3[CH:4]=2)[C:16]2[CH:17]=[CH:18][C:19]([C:20]([O:22][CH2:23][CH3:24])=[O:21])=[CH:25][CH:26]=2)[CH2:29][CH2:28]1. The yield is 0.430.